The task is: Predict the product of the given reaction.. This data is from Forward reaction prediction with 1.9M reactions from USPTO patents (1976-2016). (1) Given the reactants [F:1][C:2]1[CH:3]=[C:4]([C:8]2[C:9]([O:30][CH3:31])=[C:10]([C:26]([O:28][CH3:29])=[O:27])[C:11]3[N:12]=[CH:13][C:14](OS(C(F)(F)F)(=O)=O)=[N:15][C:16]=3[CH:17]=2)[CH:5]=[CH:6][CH:7]=1.C([Sn](CCCC)(CCCC)[C:37]1[S:38][CH:39]=[CH:40][N:41]=1)CCC.C(C1C=NC2C(C(OC)=O)=C(OC)C(C3C=CC=C(F)C=3)=CC=2N=1)CCC, predict the reaction product. The product is: [F:1][C:2]1[CH:3]=[C:4]([C:8]2[C:9]([O:30][CH3:31])=[C:10]([C:26]([O:28][CH3:29])=[O:27])[C:11]3[N:12]=[CH:13][C:14]([C:37]4[S:38][CH:39]=[CH:40][N:41]=4)=[N:15][C:16]=3[CH:17]=2)[CH:5]=[CH:6][CH:7]=1. (2) Given the reactants [CH3:1][O:2][C:3]1[C:4]([CH3:34])=[C:5]([C:25]([O:32][CH3:33])=[C:26]([O:30][CH3:31])[C:27]=1[O:28][CH3:29])[CH2:6][C:7]1[CH:8]=[CH:9][C:10]([O:17]CC2C=CC=CC=2)=[C:11]([CH:16]=1)[C:12]([O:14][CH3:15])=[O:13].[H][H], predict the reaction product. The product is: [CH3:1][O:2][C:3]1[C:4]([CH3:34])=[C:5]([C:25]([O:32][CH3:33])=[C:26]([O:30][CH3:31])[C:27]=1[O:28][CH3:29])[CH2:6][C:7]1[CH:8]=[CH:9][C:10]([OH:17])=[C:11]([CH:16]=1)[C:12]([O:14][CH3:15])=[O:13]. (3) Given the reactants FC(F)(F)C1C=CC(CCC=O)=CC=1.C1C=C[NH+]=CC=1.[O-][Cr](Cl)(=O)=O.[F:26][C:27]([F:39])([F:38])[C:28]1[CH:29]=[C:30]([CH2:34][CH2:35][CH:36]=[O:37])[CH:31]=[CH:32][CH:33]=1, predict the reaction product. The product is: [F:26][C:27]([F:38])([F:39])[C:28]1[CH:29]=[C:30]([CH2:34][CH2:35][CH2:36][OH:37])[CH:31]=[CH:32][CH:33]=1. (4) Given the reactants [CH3:1][O:2][C:3]([C:5]1[S:6][CH:7]=[C:8]2[C:13]3=[CH:14][N:15](CC4C=CC(OC)=CC=4)[N:16]=[C:12]3[C:11](Cl)=[N:10][C:9]=12)=[O:4].[CH:27]1([N:30]2[CH2:35][CH2:34][N:33]([C:36]3[CH:42]=[CH:41][C:39]([NH2:40])=[CH:38][CH:37]=3)[CH2:32][CH2:31]2)[CH2:29][CH2:28]1.Cl, predict the reaction product. The product is: [CH3:1][O:2][C:3]([C:5]1[S:6][CH:7]=[C:8]2[C:13]3=[CH:14][NH:15][N:16]=[C:12]3[C:11]([NH:40][C:39]3[CH:38]=[CH:37][C:36]([N:33]4[CH2:32][CH2:31][N:30]([CH:27]5[CH2:29][CH2:28]5)[CH2:35][CH2:34]4)=[CH:42][CH:41]=3)=[N:10][C:9]=12)=[O:4]. (5) Given the reactants [CH:1]1([C:7]2[C:8]3[CH:9]=[CH:10][C:11]([C:33]([O:35]C)=[O:34])=[CH:12][C:13]=3[N:14]3[C:21]=2[C:20]2[CH:22]=[CH:23][CH:24]=[CH:25][C:19]=2[O:18][CH2:17][C:16]2([CH2:30]OC(C)(C)O[CH2:26]2)[CH2:15]3)[CH2:6][CH2:5][CH2:4][CH2:3][CH2:2]1.S(OS(C(F)(F)F)(=O)=O)(C(F)(F)F)(=O)=O.CCN(C(C)C)C(C)C.[CH2:61]([N:63]([CH2:67][CH3:68])[CH2:64][CH2:65][NH2:66])[CH3:62], predict the reaction product. The product is: [CH:1]1([C:7]2[C:8]3[CH:9]=[CH:10][C:11]([C:33]([OH:35])=[O:34])=[CH:12][C:13]=3[N:14]3[C:21]=2[C:20]2[CH:22]=[CH:23][CH:24]=[CH:25][C:19]=2[O:18][CH2:17][C:16]2([CH2:30][N:66]([CH2:65][CH2:64][N:63]([CH2:67][CH3:68])[CH2:61][CH3:62])[CH2:26]2)[CH2:15]3)[CH2:6][CH2:5][CH2:4][CH2:3][CH2:2]1. (6) Given the reactants [NH2:1][C:2]1[CH:7]=[CH:6][C:5]([S:8][C:9]2[CH:24]=[CH:23][C:12]([C:13]([NH:15][C:16]3[CH:21]=[CH:20][C:19]([Br:22])=[CH:18][CH:17]=3)=[O:14])=[CH:11][C:10]=2[N+:25]([O-:27])=[O:26])=[CH:4][CH:3]=1.[C:28](O[C:28]([O:30][C:31]([CH3:34])([CH3:33])[CH3:32])=[O:29])([O:30][C:31]([CH3:34])([CH3:33])[CH3:32])=[O:29], predict the reaction product. The product is: [C:31]([O:30][C:28](=[O:29])[NH:1][C:2]1[CH:7]=[CH:6][C:5]([S:8][C:9]2[CH:24]=[CH:23][C:12]([C:13](=[O:14])[NH:15][C:16]3[CH:21]=[CH:20][C:19]([Br:22])=[CH:18][CH:17]=3)=[CH:11][C:10]=2[N+:25]([O-:27])=[O:26])=[CH:4][CH:3]=1)([CH3:34])([CH3:33])[CH3:32].